From a dataset of Forward reaction prediction with 1.9M reactions from USPTO patents (1976-2016). Predict the product of the given reaction. (1) Given the reactants [Cl:1][C:2]1[CH:7]=[CH:6][C:5]([CH:8]([C:43]2[CH:48]=[CH:47][C:46]([Cl:49])=[CH:45][CH:44]=2)[C:9]2[CH:10]=[C:11]3[C:16](=[C:17]([NH:19][CH2:20][CH2:21][CH2:22][C:23]([O:25]CC)=O)[CH:18]=2)[NH:15][C:14](=[O:28])[CH:13]=[C:12]3[NH:29][CH:30]2[CH2:35][CH2:34][N:33]([S:36]([C:39]([F:42])([F:41])[F:40])(=[O:38])=[O:37])[CH2:32][CH2:31]2)=[CH:4][CH:3]=1.[OH-].[Na+], predict the reaction product. The product is: [Cl:49][C:46]1[CH:45]=[CH:44][C:43]([CH:8]([C:5]2[CH:6]=[CH:7][C:2]([Cl:1])=[CH:3][CH:4]=2)[C:9]2[CH:10]=[C:11]3[C:16](=[C:17]([N:19]4[CH2:20][CH2:21][CH2:22][C:23]4=[O:25])[CH:18]=2)[NH:15][C:14](=[O:28])[CH:13]=[C:12]3[NH:29][CH:30]2[CH2:35][CH2:34][N:33]([S:36]([C:39]([F:41])([F:42])[F:40])(=[O:38])=[O:37])[CH2:32][CH2:31]2)=[CH:48][CH:47]=1. (2) Given the reactants [C:1]1([C:7]2[CH:12]=[CH:11][N:10]=[C:9]([OH:13])[N:8]=2)[CH:6]=[CH:5][CH:4]=[CH:3][CH:2]=1.C([O-])([O-])=O.[K+].[K+].Br[CH2:21][CH2:22][CH2:23][CH2:24][Cl:25], predict the reaction product. The product is: [Cl:25][CH2:24][CH2:23][CH2:22][CH2:21][N:10]1[CH:11]=[CH:12][C:7]([C:1]2[CH:2]=[CH:3][CH:4]=[CH:5][CH:6]=2)=[N:8][C:9]1=[O:13]. (3) Given the reactants Cl[C:2]1[CH:7]=[C:6]([NH:8][C@@H:9]2[CH2:14][CH2:13][C@H:12]([C:15]([NH:17][CH:18]([CH3:20])[CH3:19])=[O:16])[CH2:11][CH2:10]2)[C:5]([N+:21]([O-:23])=[O:22])=[CH:4][N:3]=1.[CH3:24][O-:25].[Na+], predict the reaction product. The product is: [CH:18]([NH:17][C:15]([C@H:12]1[CH2:13][CH2:14][C@@H:9]([NH:8][C:6]2[C:5]([N+:21]([O-:23])=[O:22])=[CH:4][N:3]=[C:2]([O:25][CH3:24])[CH:7]=2)[CH2:10][CH2:11]1)=[O:16])([CH3:20])[CH3:19]. (4) Given the reactants Br[CH:2]([CH3:4])[CH3:3].[F:5][C:6]1[CH:47]=[CH:46][CH:45]=[C:44]([F:48])[C:7]=1[C:8]([NH:10][C:11]1[CH:16]=[CH:15][CH:14]=[C:13]([C:17]2[N:18]=[C:19]([CH3:43])[S:20][C:21]=2[C:22]2[CH:27]=[CH:26][N:25]=[C:24]([NH:28][C:29]3[CH:34]=[CH:33][C:32]([O:35][CH:36]4[CH2:41][CH2:40][NH:39][CH2:38][CH2:37]4)=[C:31]([F:42])[CH:30]=3)[N:23]=2)[CH:12]=1)=[O:9], predict the reaction product. The product is: [F:48][C:44]1[CH:45]=[CH:46][CH:47]=[C:6]([F:5])[C:7]=1[C:8]([NH:10][C:11]1[CH:16]=[CH:15][CH:14]=[C:13]([C:17]2[N:18]=[C:19]([CH3:43])[S:20][C:21]=2[C:22]2[CH:27]=[CH:26][N:25]=[C:24]([NH:28][C:29]3[CH:34]=[CH:33][C:32]([O:35][CH:36]4[CH2:41][CH2:40][N:39]([CH:2]([CH3:4])[CH3:3])[CH2:38][CH2:37]4)=[C:31]([F:42])[CH:30]=3)[N:23]=2)[CH:12]=1)=[O:9]. (5) Given the reactants COC1C=C(OC)C=CC=1C[NH:6][C:7]1[C:16]2[C:11](=[CH:12][CH:13]=[CH:14][CH:15]=2)[C:10]([C:17]#[N:18])=[N:9][CH:8]=1.FC(F)(F)C(O)=O, predict the reaction product. The product is: [NH2:6][C:7]1[C:16]2[C:11](=[CH:12][CH:13]=[CH:14][CH:15]=2)[C:10]([C:17]#[N:18])=[N:9][CH:8]=1. (6) Given the reactants Cl[C:2]1[N:7]=[C:6]([C:8]2[CH:9]=[C:10]([CH:21]=[CH:22][CH:23]=2)[CH2:11][N:12]2[CH2:17][CH2:16][NH:15][CH2:14][CH:13]2[C:18]([OH:20])=[O:19])[CH:5]=[CH:4][N:3]=1.[NH2:24][CH2:25][CH2:26][C:27]1[CH:32]=[CH:31][C:30]([OH:33])=[CH:29][CH:28]=1, predict the reaction product. The product is: [OH:33][C:30]1[CH:31]=[CH:32][C:27]([CH2:26][CH2:25][NH:24][C:2]2[N:7]=[C:6]([C:8]3[CH:9]=[C:10]([CH:21]=[CH:22][CH:23]=3)[CH2:11][N:12]3[CH2:17][CH2:16][NH:15][CH2:14][CH:13]3[C:18]([OH:20])=[O:19])[CH:5]=[CH:4][N:3]=2)=[CH:28][CH:29]=1. (7) The product is: [CH:1]1[C:10]2[CH2:9][CH2:8][CH2:7][CH2:6][C:5]=2[CH:4]=[CH:3][C:2]=1[O:11][CH2:12][C:13]1[O:17][N:16]=[C:15]([C:18]([OH:20])=[O:19])[CH:14]=1. Given the reactants [CH:1]1[C:10]2[CH2:9][CH2:8][CH2:7][CH2:6][C:5]=2[CH:4]=[CH:3][C:2]=1[O:11][CH2:12][C:13]1[O:17][N:16]=[C:15]([C:18]([O:20]CC)=[O:19])[CH:14]=1.C(O)C.[OH-].[K+], predict the reaction product.